Dataset: NCI-60 drug combinations with 297,098 pairs across 59 cell lines. Task: Regression. Given two drug SMILES strings and cell line genomic features, predict the synergy score measuring deviation from expected non-interaction effect. (1) Drug 1: CN(CC1=CN=C2C(=N1)C(=NC(=N2)N)N)C3=CC=C(C=C3)C(=O)NC(CCC(=O)O)C(=O)O. Drug 2: CC1=C(C=C(C=C1)C(=O)NC2=CC(=CC(=C2)C(F)(F)F)N3C=C(N=C3)C)NC4=NC=CC(=N4)C5=CN=CC=C5. Cell line: OVCAR-5. Synergy scores: CSS=-0.368, Synergy_ZIP=3.96, Synergy_Bliss=7.57, Synergy_Loewe=1.29, Synergy_HSA=2.35. (2) Drug 1: C1=NC2=C(N1)C(=S)N=C(N2)N. Drug 2: CC1CCC2CC(C(=CC=CC=CC(CC(C(=O)C(C(C(=CC(C(=O)CC(OC(=O)C3CCCCN3C(=O)C(=O)C1(O2)O)C(C)CC4CCC(C(C4)OC)OCCO)C)C)O)OC)C)C)C)OC. Cell line: KM12. Synergy scores: CSS=29.1, Synergy_ZIP=-16.3, Synergy_Bliss=-18.2, Synergy_Loewe=-15.2, Synergy_HSA=-14.6. (3) Drug 1: C1=NC2=C(N=C(N=C2N1C3C(C(C(O3)CO)O)O)F)N. Drug 2: CCC1(C2=C(COC1=O)C(=O)N3CC4=CC5=C(C=CC(=C5CN(C)C)O)N=C4C3=C2)O.Cl. Cell line: U251. Synergy scores: CSS=43.2, Synergy_ZIP=2.50, Synergy_Bliss=-0.291, Synergy_Loewe=-43.8, Synergy_HSA=-2.02.